From a dataset of Peptide-MHC class I binding affinity with 185,985 pairs from IEDB/IMGT. Regression. Given a peptide amino acid sequence and an MHC pseudo amino acid sequence, predict their binding affinity value. This is MHC class I binding data. (1) The binding affinity (normalized) is 0.0847. The MHC is HLA-B15:01 with pseudo-sequence HLA-B15:01. The peptide sequence is DEEAINLFH. (2) The peptide sequence is FTWYGIAAL. The MHC is HLA-A02:06 with pseudo-sequence HLA-A02:06. The binding affinity (normalized) is 0.918. (3) The MHC is HLA-A02:02 with pseudo-sequence HLA-A02:02. The binding affinity (normalized) is 0.137. The peptide sequence is IILFQNNDI. (4) The peptide sequence is KLLTKPWDV. The MHC is HLA-A02:17 with pseudo-sequence HLA-A02:17. The binding affinity (normalized) is 0.451. (5) The peptide sequence is SSYRMGINK. The MHC is HLA-A02:03 with pseudo-sequence HLA-A02:03. The binding affinity (normalized) is 0.0847. (6) The peptide sequence is MIIMLIPTV. The MHC is HLA-A02:01 with pseudo-sequence HLA-A02:01. The binding affinity (normalized) is 0.888.